From a dataset of Forward reaction prediction with 1.9M reactions from USPTO patents (1976-2016). Predict the product of the given reaction. (1) Given the reactants C(Cl)CCl.[NH2:5][CH2:6][C:7]1[CH:12]=[C:11]([Cl:13])[CH:10]=[CH:9][C:8]=1[CH:14]([NH:18][C:19]1[CH:24]=[CH:23][C:22]([O:25][CH3:26])=[CH:21][CH:20]=1)[CH:15]([F:17])[F:16].[C:27]([N:34]1[CH2:41][CH2:40][CH2:39][C@H:35]1[C:36](O)=[O:37])([O:29][C:30]([CH3:33])([CH3:32])[CH3:31])=[O:28].C1C=NC2N(O)N=NC=2C=1, predict the reaction product. The product is: [Cl:13][C:11]1[CH:10]=[CH:9][C:8]([CH:14]([NH:18][C:19]2[CH:20]=[CH:21][C:22]([O:25][CH3:26])=[CH:23][CH:24]=2)[CH:15]([F:17])[F:16])=[C:7]([CH:12]=1)[CH2:6][NH:5][C:36](=[O:37])[C@@H:35]1[CH2:39][CH2:40][CH2:41][N:34]1[C:27]([O:29][C:30]([CH3:32])([CH3:31])[CH3:33])=[O:28]. (2) Given the reactants C[O:2][C:3](=[O:15])[C:4]1[CH:9]=[CH:8][C:7]([O:10][CH2:11][CH2:12]Br)=[CH:6][C:5]=1[OH:14].[C:16]1([C:22](=[N:24][OH:25])[CH3:23])[CH:21]=[CH:20][CH:19]=[CH:18][CH:17]=1, predict the reaction product. The product is: [OH:14][C:5]1[CH:6]=[C:7]([O:10][CH2:11][CH2:12][O:25][N:24]=[C:22]([C:16]2[CH:21]=[CH:20][CH:19]=[CH:18][CH:17]=2)[CH3:23])[CH:8]=[CH:9][C:4]=1[C:3]([OH:2])=[O:15]. (3) The product is: [CH2:1]([O:8][C:9]1[CH:14]=[CH:13][C:12]([OH:15])=[C:11]([C:16]2[N:20]=[CH:19][N:18]([C:29]([C:30]3[CH:35]=[CH:34][CH:33]=[CH:32][CH:31]=3)([C:42]3[CH:43]=[CH:44][CH:45]=[CH:46][CH:47]=3)[C:36]3[CH:37]=[CH:38][CH:39]=[CH:40][CH:41]=3)[CH:17]=2)[CH:10]=1)[C:2]1[CH:3]=[CH:4][CH:5]=[CH:6][CH:7]=1. Given the reactants [CH2:1]([O:8][C:9]1[CH:14]=[CH:13][C:12]([OH:15])=[C:11]([C:16]2[NH:20][CH:19]=[N:18][CH:17]=2)[CH:10]=1)[C:2]1[CH:7]=[CH:6][CH:5]=[CH:4][CH:3]=1.C(N(CC)CC)C.Cl[C:29]([C:42]1[CH:47]=[CH:46][CH:45]=[CH:44][CH:43]=1)([C:36]1[CH:41]=[CH:40][CH:39]=[CH:38][CH:37]=1)[C:30]1[CH:35]=[CH:34][CH:33]=[CH:32][CH:31]=1, predict the reaction product. (4) Given the reactants [CH2:1]([N:8]1[C:16]2[C:11](=[CH:12][CH:13]=[C:14]([C:17]([OH:19])=O)[CH:15]=2)[C:10]([C:20](=[O:31])[NH:21][CH2:22][C:23]2[CH:28]=[CH:27][C:26]([F:29])=[C:25]([F:30])[CH:24]=2)=[C:9]1[CH:32]([CH3:34])[CH3:33])[C:2]1[CH:7]=[CH:6][CH:5]=[CH:4][CH:3]=1.F[P-](F)(F)(F)(F)F.N1(O[P+](N(C)C)(N(C)C)N(C)C)C2C=CC=CC=2N=N1.CCN(C(C)C)C(C)C.[CH2:71]([CH2:73][NH2:74])[OH:72], predict the reaction product. The product is: [CH2:1]([N:8]1[C:16]2[C:11](=[CH:12][CH:13]=[C:14]([C:17]([NH:74][CH2:73][CH2:71][OH:72])=[O:19])[CH:15]=2)[C:10]([C:20]([NH:21][CH2:22][C:23]2[CH:28]=[CH:27][C:26]([F:29])=[C:25]([F:30])[CH:24]=2)=[O:31])=[C:9]1[CH:32]([CH3:33])[CH3:34])[C:2]1[CH:3]=[CH:4][CH:5]=[CH:6][CH:7]=1. (5) Given the reactants [C:1]([C:4]1[C:5]([F:40])=[C:6]([CH:36]=[CH:37][C:38]=1[F:39])[O:7][CH:8]([C:21]1[O:22][CH:23]=[C:24]([C:26]2[CH:31]=[CH:30][C:29]([C:32]([F:35])([F:34])[F:33])=[CH:28][CH:27]=2)[N:25]=1)[CH2:9][NH:10][C:11](=O)[O:12]CC1C=CC=CC=1)(=[O:3])[NH2:2].[CH2:41]([N:43](CC)CC)[CH3:42].C(N=C=O)C, predict the reaction product. The product is: [CH2:41]([NH:43][C:11](=[O:12])[NH:10][CH2:9][CH:8]([C:21]1[O:22][CH:23]=[C:24]([C:26]2[CH:31]=[CH:30][C:29]([C:32]([F:35])([F:33])[F:34])=[CH:28][CH:27]=2)[N:25]=1)[O:7][C:6]1[C:5]([F:40])=[C:4]([C:38]([F:39])=[CH:37][CH:36]=1)[C:1]([NH2:2])=[O:3])[CH3:42]. (6) Given the reactants Br[C:2]1[CH:3]=[CH:4][C:5]([C:8]2[N:9]([CH2:17][O:18][CH2:19][CH2:20][Si:21]([CH3:24])([CH3:23])[CH3:22])[CH:10]=[C:11]([C:13]([F:16])([F:15])[F:14])[N:12]=2)=[N:6][CH:7]=1.[CH3:25][C:26]1[C:31](B2OC(C)(C)C(C)(C)O2)=[CH:30][N:29]=[C:28]([O:41][CH2:42][C:43]2([C:47]([O:49][CH2:50][CH3:51])=[O:48])[CH2:46][CH2:45][CH2:44]2)[CH:27]=1.C(=O)([O-])[O-].[Na+].[Na+], predict the reaction product. The product is: [CH3:25][C:26]1[CH:27]=[C:28]([O:41][CH2:42][C:43]2([C:47]([O:49][CH2:50][CH3:51])=[O:48])[CH2:46][CH2:45][CH2:44]2)[N:29]=[CH:30][C:31]=1[C:2]1[CH:7]=[N:6][C:5]([C:8]2[N:9]([CH2:17][O:18][CH2:19][CH2:20][Si:21]([CH3:24])([CH3:23])[CH3:22])[CH:10]=[C:11]([C:13]([F:16])([F:15])[F:14])[N:12]=2)=[CH:4][CH:3]=1. (7) Given the reactants [CH3:1][NH:2][C@@H:3]1[CH2:7][CH2:6][N:5]([C:8]2[CH:13]=[CH:12][C:11]([NH:14][C:15]([N:17]3[CH2:22][CH2:21][CH:20]([C:23]4[CH:28]=[CH:27][C:26]([Cl:29])=[CH:25][CH:24]=4)[CH2:19][CH2:18]3)=[O:16])=[CH:10][CH:9]=2)[CH2:4]1.[CH3:30][N:31]1[CH2:36][CH2:35][CH2:34][CH:33]([C:37](O)=[O:38])[CH2:32]1, predict the reaction product. The product is: [CH3:1][N:2]([C:37]([CH:33]1[CH2:34][CH2:35][CH2:36][N:31]([CH3:30])[CH2:32]1)=[O:38])[C@@H:3]1[CH2:7][CH2:6][N:5]([C:8]2[CH:9]=[CH:10][C:11]([NH:14][C:15]([N:17]3[CH2:18][CH2:19][CH:20]([C:23]4[CH:24]=[CH:25][C:26]([Cl:29])=[CH:27][CH:28]=4)[CH2:21][CH2:22]3)=[O:16])=[CH:12][CH:13]=2)[CH2:4]1.